The task is: Predict the product of the given reaction.. This data is from Forward reaction prediction with 1.9M reactions from USPTO patents (1976-2016). (1) The product is: [CH3:18][O:17][C:16]1[CH:15]=[CH:14][C:4]([C:5]([NH:7][C:8]2[CH:13]=[CH:12][CH:11]=[CH:10][CH:9]=2)=[O:6])=[CH:3][C:2]=1[NH:1][C:20]([NH:19][C:22]1[CH:23]=[CH:24][C:25]([S:28](=[O:30])(=[O:29])[NH2:31])=[CH:26][CH:27]=1)=[S:21]. Given the reactants [NH2:1][C:2]1[CH:3]=[C:4]([CH:14]=[CH:15][C:16]=1[O:17][CH3:18])[C:5]([NH:7][C:8]1[CH:13]=[CH:12][CH:11]=[CH:10][CH:9]=1)=[O:6].[N:19]([C:22]1[CH:27]=[CH:26][C:25]([S:28]([NH2:31])(=[O:30])=[O:29])=[CH:24][CH:23]=1)=[C:20]=[S:21], predict the reaction product. (2) Given the reactants C[O:2][C:3]([C:5]1[CH:6]=[CH:7][C:8]2[O:12][C:11]([C:13]3[CH:18]=[CH:17][CH:16]=[CH:15][CH:14]=3)=[CH:10][C:9]=2[CH:19]=1)=O.[H-].[Al+3].[Li+].[H-].[H-].[H-], predict the reaction product. The product is: [C:13]1([C:11]2[O:12][C:8]3[CH:7]=[CH:6][C:5]([CH2:3][OH:2])=[CH:19][C:9]=3[CH:10]=2)[CH:18]=[CH:17][CH:16]=[CH:15][CH:14]=1. (3) Given the reactants [N+:1]([C:4]1[CH:5]=[N:6][N:7]([CH:9]2[CH2:14][CH2:13][O:12][CH2:11][CH2:10]2)[CH:8]=1)([O-:3])=[O:2].C[Si]([N-][Si](C)(C)C)(C)C.[Li+].[Cl:25]C(Cl)(Cl)C(Cl)(Cl)Cl, predict the reaction product. The product is: [Cl:25][C:8]1[N:7]([CH:9]2[CH2:14][CH2:13][O:12][CH2:11][CH2:10]2)[N:6]=[CH:5][C:4]=1[N+:1]([O-:3])=[O:2]. (4) Given the reactants [NH2:1][C:2]1[N:7]=[CH:6][C:5]([N:8]2[CH2:11][CH:10]([OH:12])[CH2:9]2)=[CH:4][CH:3]=1.Br[C:14]1[C:15](=[O:22])[N:16]([CH3:21])[CH:17]=[C:18]([Br:20])[CH:19]=1.C(=O)([O-])[O-].[Cs+].[Cs+].CC1(C)C2C(=C(P(C3C=CC=CC=3)C3C=CC=CC=3)C=CC=2)OC2C(P(C3C=CC=CC=3)C3C=CC=CC=3)=CC=CC1=2, predict the reaction product. The product is: [Br:20][C:18]1[CH:19]=[C:14]([NH:1][C:2]2[CH:3]=[CH:4][C:5]([N:8]3[CH2:9][CH:10]([OH:12])[CH2:11]3)=[CH:6][N:7]=2)[C:15](=[O:22])[N:16]([CH3:21])[CH:17]=1. (5) Given the reactants [CH2:1]([O:3][C:4]1[CH:9]=[CH:8][CH:7]=[CH:6][C:5]=1[N:10]1[C:14]([NH2:15])=[CH:13][C:12]([CH3:16])=[N:11]1)[CH3:2].[CH3:17][O:18][C:19](=[O:29])[C:20]1[CH:25]=[C:24]([O:26][CH3:27])[CH:23]=[CH:22][C:21]=1Br.P([O-])([O-])([O-])=O.[K+].[K+].[K+], predict the reaction product. The product is: [CH3:17][O:18][C:19](=[O:29])[C:20]1[CH:25]=[C:24]([O:26][CH3:27])[CH:23]=[CH:22][C:21]=1[NH:15][C:14]1[N:10]([C:5]2[CH:6]=[CH:7][CH:8]=[CH:9][C:4]=2[O:3][CH2:1][CH3:2])[N:11]=[C:12]([CH3:16])[CH:13]=1. (6) Given the reactants Cl.[C:2]1([N:8]2[C:20]3[CH2:19][NH:18][CH2:17][CH2:16][C:15]=3[C:14]3[C:9]2=[CH:10][CH:11]=[CH:12][CH:13]=3)[CH:7]=[CH:6][CH:5]=[CH:4][CH:3]=1.[Na+].[I-].C([O-])([O-])=O.[K+].[K+].Cl[CH2:30][C:31]([N:33]1[CH2:38][CH2:37][N:36]([CH:39]2[CH2:42][CH2:41][CH2:40]2)[CH2:35][CH2:34]1)=[O:32], predict the reaction product. The product is: [CH:39]1([N:36]2[CH2:37][CH2:38][N:33]([C:31](=[O:32])[CH2:30][N:18]3[CH2:17][CH2:16][C:15]4[C:14]5[C:9](=[CH:10][CH:11]=[CH:12][CH:13]=5)[N:8]([C:2]5[CH:3]=[CH:4][CH:5]=[CH:6][CH:7]=5)[C:20]=4[CH2:19]3)[CH2:34][CH2:35]2)[CH2:42][CH2:41][CH2:40]1. (7) Given the reactants Br[C:2]1[C:10]2[O:9][CH2:8][O:7][C:6]=2[CH:5]=[CH:4][CH:3]=1.[Cl:11][C:12]1[CH:20]=[CH:19][CH:18]=[C:17]2[C:13]=1[C:14](=[O:22])[C:15](=[O:21])[NH:16]2, predict the reaction product. The product is: [O:7]1[C:6]2[CH:5]=[CH:4][CH:3]=[C:2]([C:14]3([OH:22])[C:13]4[C:17](=[CH:18][CH:19]=[CH:20][C:12]=4[Cl:11])[NH:16][C:15]3=[O:21])[C:10]=2[O:9][CH2:8]1. (8) Given the reactants [CH:1](=O)[CH2:2][CH2:3][CH3:4].C([BH3-])#N.[Na+].[CH3:10][N:11]([CH3:28])[C:12]1([C:22]2[S:23][C:24]([CH3:27])=[CH:25][CH:26]=2)[CH2:21][CH2:20][C:15]2([CH2:19][CH2:18][NH:17][CH2:16]2)[CH2:14][CH2:13]1.C(=O)(O)[O-].[K+], predict the reaction product. The product is: [CH2:1]([N:17]1[CH2:16][C:15]2([CH2:20][CH2:21][C:12]([N:11]([CH3:10])[CH3:28])([C:22]3[S:23][C:24]([CH3:27])=[CH:25][CH:26]=3)[CH2:13][CH2:14]2)[CH2:19][CH2:18]1)[CH2:2][CH2:3][CH3:4]. (9) Given the reactants C([O:3][C:4](=[O:14])[CH2:5][C:6]1[C:7]([C:11]([OH:13])=[O:12])=[CH:8][S:9][CH:10]=1)C.[OH-].[K+].Cl, predict the reaction product. The product is: [C:4]([CH2:5][C:6]1[C:7]([C:11]([OH:13])=[O:12])=[CH:8][S:9][CH:10]=1)([OH:14])=[O:3].